Dataset: Forward reaction prediction with 1.9M reactions from USPTO patents (1976-2016). Task: Predict the product of the given reaction. The product is: [N:33]([C@@H:36]([CH:40]([C:41]1[CH:46]=[CH:45][CH:44]=[C:43]([F:47])[CH:42]=1)[C:48]1[CH:53]=[CH:52][CH:51]=[C:50]([F:54])[CH:49]=1)[C:37]([NH:1][C:2]1[CH:31]=[CH:30][CH:29]=[C:28]([F:32])[C:3]=1[CH2:4][CH2:5][C@@H:6]1[N:11]([S:12]([C:15]2[CH:16]=[CH:17][CH:18]=[CH:19][CH:20]=2)(=[O:13])=[O:14])[CH2:10][CH2:9][N:8]([C:21]([O:23][C:24]([CH3:27])([CH3:25])[CH3:26])=[O:22])[CH2:7]1)=[O:38])=[N+:34]=[N-:35]. Given the reactants [NH2:1][C:2]1[CH:31]=[CH:30][CH:29]=[C:28]([F:32])[C:3]=1[CH2:4][CH2:5][C@@H:6]1[N:11]([S:12]([C:15]2[CH:20]=[CH:19][CH:18]=[CH:17][CH:16]=2)(=[O:14])=[O:13])[CH2:10][CH2:9][N:8]([C:21]([O:23][C:24]([CH3:27])([CH3:26])[CH3:25])=[O:22])[CH2:7]1.[N:33]([C@@H:36]([CH:40]([C:48]1[CH:53]=[CH:52][CH:51]=[C:50]([F:54])[CH:49]=1)[C:41]1[CH:46]=[CH:45][CH:44]=[C:43]([F:47])[CH:42]=1)[C:37](O)=[O:38])=[N+:34]=[N-:35].O=P(Cl)(Cl)Cl, predict the reaction product.